Dataset: Catalyst prediction with 721,799 reactions and 888 catalyst types from USPTO. Task: Predict which catalyst facilitates the given reaction. (1) Reactant: C(O)C.C([N:11]1[CH2:16][CH2:15][N:14]([C:17](=[O:21])[C@@H:18]([OH:20])[CH3:19])[CH2:13][CH2:12]1)C1C=CC=CC=1.C1CCCCC=1.O.O.[C:30]([OH:35])(=[O:34])[C:31]([OH:33])=[O:32]. Product: [C:30]([OH:35])(=[O:34])[C:31]([OH:33])=[O:32].[OH:20][C@@H:18]([CH3:19])[C:17]([N:14]1[CH2:13][CH2:12][NH:11][CH2:16][CH2:15]1)=[O:21]. The catalyst class is: 312. (2) Reactant: [NH2:1][C:2]1[CH:17]=[CH:16][C:5]([C:6]([NH:8][CH2:9][CH2:10][N:11]([CH2:14][CH3:15])[CH2:12][CH3:13])=[O:7])=[C:4]([O:18][CH3:19])[CH:3]=1.C(N(CC)CC)C.[CH3:27][S:28](Cl)(=[O:30])=[O:29].C(=O)(O)[O-].[Na+]. Product: [CH2:14]([N:11]([CH2:12][CH3:13])[CH2:10][CH2:9][NH:8][C:6](=[O:7])[C:5]1[CH:16]=[CH:17][C:2]([N:1]([S:28]([CH3:27])(=[O:30])=[O:29])[S:28]([CH3:27])(=[O:30])=[O:29])=[CH:3][C:4]=1[O:18][CH3:19])[CH3:15]. The catalyst class is: 2.